From a dataset of Reaction yield outcomes from USPTO patents with 853,638 reactions. Predict the reaction yield, written as a fraction of the theoretical maximum amount of product (1.0 means a 100% yield; for example, 0.34 means a 34% yield). (1) The reactants are [NH2:1][C:2]1[CH:3]=[C:4]([C:14]2[NH:15][C:16]3[N:17]([N:21]=[CH:22][C:23]=3[C:24]#[N:25])[C:18](=[O:20])[CH:19]=2)[CH:5]=[C:6]([C:8]2[CH:13]=[CH:12][CH:11]=[CH:10][CH:9]=2)[CH:7]=1.CCN(C(C)C)C(C)C.[C:35](Cl)(=[O:37])[CH3:36]. The catalyst is C(Cl)Cl. The product is [C:24]([C:23]1[CH:22]=[N:21][N:17]2[C:18](=[O:20])[CH:19]=[C:14]([C:4]3[CH:3]=[C:2]([NH:1][C:35](=[O:37])[CH3:36])[CH:7]=[C:6]([C:8]4[CH:9]=[CH:10][CH:11]=[CH:12][CH:13]=4)[CH:5]=3)[NH:15][C:16]=12)#[N:25]. The yield is 0.130. (2) The reactants are C(O[CH2:5][CH2:6][C:7](=[O:19])[C:8]1[CH:13]=[C:12]([F:14])[C:11]([F:15])=[C:10]([C:16]#[N:17])[C:9]=1F)(=O)C.[CH:20]([O-:25])([O-])[O:21][CH2:22][CH3:23].C(OC(=O)C)(=O)C.C1(C)C=CC(S(O)(=O)=O)=CC=1.[F:44][C@H:45]1[CH2:47][C@H:46]1[NH2:48].C(N(CC)CC)C.C(=O)([O-])[O-].[K+].[K+].Cl. The catalyst is O. The product is [C:16]([C:10]1[C:11]([F:15])=[C:12]([F:14])[CH:13]=[C:8]2[C:9]=1[N:48]([C@@H:46]1[CH2:47][C@@H:45]1[F:44])[CH:5]=[C:6]([C:20]([O:21][CH2:22][CH3:23])=[O:25])[C:7]2=[O:19])#[N:17]. The yield is 0.820. (3) The reactants are C([N:8]1[CH2:13][CH2:12][CH:11]([C:14](=[O:23])[CH2:15][C:16]2[CH:21]=[CH:20][CH:19]=[CH:18][C:17]=2[F:22])[CH2:10][CH2:9]1)C1C=CC=CC=1.[Cl:24]CCCl. No catalyst specified. The product is [ClH:24].[F:22][C:17]1[CH:18]=[CH:19][CH:20]=[CH:21][C:16]=1[CH2:15][C:14]([CH:11]1[CH2:10][CH2:9][NH:8][CH2:13][CH2:12]1)=[O:23]. The yield is 0.920. (4) The reactants are I[CH2:2][CH2:3][CH2:4][CH2:5][CH2:6][N:7]1[C:15]2[C:14](=[O:16])[NH:13][C:12]([NH:17][C:18]3[CH:23]=[CH:22][C:21]([CH3:24])=[C:20]([CH2:25][CH3:26])[CH:19]=3)=[N:11][C:10]=2[N:9]=[CH:8]1.C[O-].[Na+].[OH:30][C:31]1(C2C=CC(Cl)=C(C(F)(F)F)C=2)CCN(CCCCCN2C3C(=O)NC(NC4C=CC(C)=C(CC)C=4)=NC=3N=C2)CC1.C(=O)([O-])[O-].[K+].[K+].OC1(C2C=CC(C(F)(F)F)=C(Cl)C=2)CCNCC1. The catalyst is CO.CN(C=O)C. The product is [CH3:31][O:30][CH2:2][CH2:3][CH2:4][CH2:5][CH2:6][N:7]1[C:15]2[C:14](=[O:16])[NH:13][C:12]([NH:17][C:18]3[CH:23]=[CH:22][C:21]([CH3:24])=[C:20]([CH2:25][CH3:26])[CH:19]=3)=[N:11][C:10]=2[N:9]=[CH:8]1. The yield is 0.770. (5) The yield is 0.880. The reactants are Br[C:2]1[CH:3]=[C:4]([N:8]2[C:16]3[CH2:15][CH2:14][N:13]([C:17]4[N:22]=[CH:21][CH:20]=[CH:19][N:18]=4)[CH2:12][C:11]=3[C:10]([C:23]([O:25][CH2:26][CH3:27])=[O:24])=[N:9]2)[CH:5]=[CH:6][CH:7]=1.[C:28]([C@:30]1([OH:37])[CH2:34][CH2:33][N:32]([CH3:35])[C:31]1=[O:36])#[CH:29]. No catalyst specified. The product is [OH:37][C@@:30]1([C:28]#[C:29][C:2]2[CH:3]=[C:4]([N:8]3[C:16]4[CH2:15][CH2:14][N:13]([C:17]5[N:18]=[CH:19][CH:20]=[CH:21][N:22]=5)[CH2:12][C:11]=4[C:10]([C:23]([O:25][CH2:26][CH3:27])=[O:24])=[N:9]3)[CH:5]=[CH:6][CH:7]=2)[CH2:34][CH2:33][N:32]([CH3:35])[C:31]1=[O:36]. (6) The reactants are [F:1][C:2]1[CH:7]=[C:6]([F:8])[CH:5]=[CH:4][C:3]=1[C:9]1[C:13]([C:14]2[CH:15]=[CH:16][C:17]3[N:18]([C:20]([CH:23]([CH3:25])[CH3:24])=[N:21][N:22]=3)[N:19]=2)=[CH:12][NH:11][N:10]=1.[O:26]1[CH2:31][CH2:30][CH:29](O)[CH2:28][CH2:27]1.C1C=CC(P(C2C=CC=CC=2)C2C=CC=CC=2)=CC=1.N(C(OCC)=O)=NC(OCC)=O. The catalyst is C1COCC1. The product is [F:1][C:2]1[CH:7]=[C:6]([F:8])[CH:5]=[CH:4][C:3]=1[C:9]1[C:13]([C:14]2[CH:15]=[CH:16][C:17]3[N:18]([C:20]([CH:23]([CH3:25])[CH3:24])=[N:21][N:22]=3)[N:19]=2)=[CH:12][N:11]([CH:29]2[CH2:30][CH2:31][O:26][CH2:27][CH2:28]2)[N:10]=1. The yield is 0.170. (7) The reactants are [CH3:1][S:2][C:3]1[C:4]([C:8]2[CH:9]=[N:10][CH:11]=[CH:12][CH:13]=2)=[N:5][NH:6][CH:7]=1.[CH2:14](SSCCCC)[CH2:15][CH2:16]C.IC1C(C2C=NC=CC=2)=NNC=1. The catalyst is C(OCC)(=O)C.C(OCC)C. The product is [CH2:1]([S:2][C:3]1[C:4]([C:8]2[CH:9]=[N:10][CH:11]=[CH:12][CH:13]=2)=[N:5][NH:6][CH:7]=1)[CH2:14][CH2:15][CH3:16]. The yield is 0.184. (8) The reactants are [N:1]1[CH:6]=[CH:5][CH:4]=[C:3]([N:7]2[CH2:15][CH2:14][C:9]3([NH:13][CH2:12][CH2:11][CH2:10]3)[CH2:8]2)[CH:2]=1.[C:16](=O)(O)[O-].[Na+]. The catalyst is C(O)=O.C=O. The product is [CH3:16][N:13]1[C:9]2([CH2:14][CH2:15][N:7]([C:3]3[CH:2]=[N:1][CH:6]=[CH:5][CH:4]=3)[CH2:8]2)[CH2:10][CH2:11][CH2:12]1. The yield is 0.936. (9) The reactants are C(OC([N:8]1[CH2:13][CH2:12][N:11]([C:14]2[C:19]([N+:20]([O-:22])=[O:21])=[CH:18][CH:17]=[CH:16][C:15]=2[Cl:23])[CH2:10][CH2:9]1)=O)(C)(C)C.C(Cl)Cl. The catalyst is FC(F)(F)C(O)=O. The product is [Cl:23][C:15]1[CH:16]=[CH:17][CH:18]=[C:19]([N+:20]([O-:22])=[O:21])[C:14]=1[N:11]1[CH2:12][CH2:13][NH:8][CH2:9][CH2:10]1. The yield is 0.950. (10) The reactants are [S:1]1[C:5]2[CH:6]=[CH:7][C:8]([C:10]3[C:19]([N:20]4[CH2:24][CH2:23][CH2:22][C@@H:21]4[CH3:25])=[N:18][C:17]4[C:12](=[CH:13][CH:14]=[C:15]([C:26]([O:28]C)=[O:27])[CH:16]=4)[N:11]=3)=[CH:9][C:4]=2[N:3]=[CH:2]1.[OH-].[Na+].O. The catalyst is CO. The product is [S:1]1[C:5]2[CH:6]=[CH:7][C:8]([C:10]3[C:19]([N:20]4[CH2:24][CH2:23][CH2:22][C@@H:21]4[CH3:25])=[N:18][C:17]4[C:12](=[CH:13][CH:14]=[C:15]([C:26]([OH:28])=[O:27])[CH:16]=4)[N:11]=3)=[CH:9][C:4]=2[N:3]=[CH:2]1. The yield is 0.820.